From a dataset of Full USPTO retrosynthesis dataset with 1.9M reactions from patents (1976-2016). Predict the reactants needed to synthesize the given product. (1) The reactants are: C([O:3][C:4]([C:6]1[S:10][C:9]([NH:11][O:12][C:13]([O:15][C:16]([CH3:19])([CH3:18])[CH3:17])=[O:14])=[N:8][C:7]=1[CH3:20])=[O:5])C.[OH-].[K+].Cl. Given the product [C:16]([O:15][C:13]([O:12][NH:11][C:9]1[S:10][C:6]([C:4]([OH:5])=[O:3])=[C:7]([CH3:20])[N:8]=1)=[O:14])([CH3:19])([CH3:17])[CH3:18], predict the reactants needed to synthesize it. (2) Given the product [CH2:1]([C:8]1[O:12][C:11]([C:13]2[CH:18]=[C:17]([F:19])[CH:16]=[CH:15][C:14]=2[F:20])=[N:10][C:9]=1[CH2:21][OH:22])[C:2]1[CH:3]=[CH:4][CH:5]=[CH:6][CH:7]=1, predict the reactants needed to synthesize it. The reactants are: [CH2:1]([C:8]1[O:12][C:11]([C:13]2[CH:18]=[C:17]([F:19])[CH:16]=[CH:15][C:14]=2[F:20])=[N:10][C:9]=1[C:21](OCC)=[O:22])[C:2]1[CH:7]=[CH:6][CH:5]=[CH:4][CH:3]=1.[Li+].[BH4-]. (3) Given the product [Cl:15][C:16]1[CH:24]=[C:23]([N:25]([CH2:30][CH:31]([CH3:33])[CH3:32])[S:26]([CH3:29])(=[O:28])=[O:27])[CH:22]=[CH:21][C:17]=1[C:18]([NH:6][C:5]1[CH:7]=[CH:8][C:2]([Cl:1])=[C:3]([C:9]2[CH:14]=[CH:13][CH:12]=[CH:11][N:10]=2)[CH:4]=1)=[O:19], predict the reactants needed to synthesize it. The reactants are: [Cl:1][C:2]1[CH:8]=[CH:7][C:5]([NH2:6])=[CH:4][C:3]=1[C:9]1[CH:14]=[CH:13][CH:12]=[CH:11][N:10]=1.[Cl:15][C:16]1[CH:24]=[C:23]([N:25]([CH2:30][CH:31]([CH3:33])[CH3:32])[S:26]([CH3:29])(=[O:28])=[O:27])[CH:22]=[CH:21][C:17]=1[C:18](O)=[O:19].